Task: Predict the product of the given reaction.. Dataset: Forward reaction prediction with 1.9M reactions from USPTO patents (1976-2016) (1) The product is: [NH2:6][C@@:5]([C:14]1[CH:15]=[C:16]([C:18]2[CH:23]=[CH:22][C:21]([O:24][CH2:25][CH2:26][CH2:27][CH2:28][CH2:29][CH2:30][CH2:31][CH3:32])=[C:20]([C:33]([F:36])([F:35])[F:34])[CH:19]=2)[NH:42][N:41]=1)([CH3:38])[CH2:4][OH:3]. Given the reactants CC1(C)[N:6](C(OC(C)(C)C)=O)[C@:5]([CH3:38])([C:14](=O)[CH2:15][C:16]([C:18]2[CH:23]=[CH:22][C:21]([O:24][CH2:25][CH2:26][CH2:27][CH2:28][CH2:29][CH2:30][CH2:31][CH3:32])=[C:20]([C:33]([F:36])([F:35])[F:34])[CH:19]=2)=O)[CH2:4][O:3]1.O.[NH2:41][NH2:42].C(O)(C(F)(F)F)=O.C(Cl)Cl, predict the reaction product. (2) Given the reactants Cl[C:2]1[CH:3]=[CH:4][C:5]2[O:14][CH2:13][CH2:12][C:11]3[CH:10]=[C:9]([C:15]4[N:16]([C:20]5[CH:25]=[CH:24][C:23]([F:26])=[CH:22][C:21]=5[F:27])[N:17]=[CH:18][N:19]=4)[S:8][C:7]=3[C:6]=2[N:28]=1.[O:29]1[CH2:34][CH2:33][CH:32]([NH2:35])[CH2:31][CH2:30]1.CC(C1C=C(C(C)C)C(C2C=CC=CC=2P(C2CCCCC2)C2CCCCC2)=C(C(C)C)C=1)C.CC(C)([O-])C, predict the reaction product. The product is: [F:27][C:21]1[CH:22]=[C:23]([F:26])[CH:24]=[CH:25][C:20]=1[N:16]1[C:15]([C:9]2[S:8][C:7]3[C:6]4[N:28]=[C:2]([NH:35][CH:32]5[CH2:33][CH2:34][O:29][CH2:30][CH2:31]5)[CH:3]=[CH:4][C:5]=4[O:14][CH2:13][CH2:12][C:11]=3[CH:10]=2)=[N:19][CH:18]=[N:17]1. (3) Given the reactants [CH3:1][C:2]1([C:8]([NH2:10])=O)[CH2:7][CH2:6][O:5][CH2:4][CH2:3]1.COC1C=CC(P2(SP(C3C=CC(OC)=CC=3)(=S)S2)=[S:20])=CC=1, predict the reaction product. The product is: [CH3:1][C:2]1([C:8](=[S:20])[NH2:10])[CH2:7][CH2:6][O:5][CH2:4][CH2:3]1.